Dataset: Peptide-MHC class II binding affinity with 134,281 pairs from IEDB. Task: Regression. Given a peptide amino acid sequence and an MHC pseudo amino acid sequence, predict their binding affinity value. This is MHC class II binding data. (1) The peptide sequence is DKYNKQLMVSSCVTS. The MHC is DRB1_0701 with pseudo-sequence DRB1_0701. The binding affinity (normalized) is 0.661. (2) The peptide sequence is SPWSWPDLDLKPGAA. The MHC is DRB4_0103 with pseudo-sequence DRB4_0103. The binding affinity (normalized) is 0. (3) The binding affinity (normalized) is 0.220. The MHC is HLA-DPA10103-DPB10201 with pseudo-sequence HLA-DPA10103-DPB10201. The peptide sequence is FRDRARVPLTSNNGI. (4) The peptide sequence is NLEIDMIVDTISDFR. The MHC is HLA-DQA10301-DQB10302 with pseudo-sequence HLA-DQA10301-DQB10302. The binding affinity (normalized) is 0.345. (5) The peptide sequence is HAFSNLPNISRIYVSIDVT. The MHC is DRB1_0302 with pseudo-sequence DRB1_0302. The binding affinity (normalized) is 0.0296. (6) The peptide sequence is MAFQEMENFLGPIAV. The MHC is DRB5_0101 with pseudo-sequence DRB5_0101. The binding affinity (normalized) is 0.